This data is from Forward reaction prediction with 1.9M reactions from USPTO patents (1976-2016). The task is: Predict the product of the given reaction. (1) Given the reactants [OH-].[Na+].C[O:4][C:5](=[O:30])[C:6]1[CH:11]=[CH:10][C:9]([S:12]([N:15]2[C:23]3[C:18](=[CH:19][CH:20]=[CH:21][CH:22]=3)[C:17]([CH:24]3[CH2:29][CH2:28][CH2:27][CH2:26][CH2:25]3)=[CH:16]2)(=[O:14])=[O:13])=[CH:8][CH:7]=1.Cl, predict the reaction product. The product is: [CH:24]1([C:17]2[C:18]3[C:23](=[CH:22][CH:21]=[CH:20][CH:19]=3)[N:15]([S:12]([C:9]3[CH:10]=[CH:11][C:6]([C:5]([OH:30])=[O:4])=[CH:7][CH:8]=3)(=[O:14])=[O:13])[CH:16]=2)[CH2:25][CH2:26][CH2:27][CH2:28][CH2:29]1. (2) Given the reactants P([O-])([O-])([O-])=O.[K+].[K+].[K+].[F:9][C:10]1[C:15](B(O)O)=[CH:14][CH:13]=[CH:12][N:11]=1.Br[C:20]1[CH:33]=[CH:32][C:31]2[O:30][C:29]3[C:24](=[CH:25][C:26]([C:34]4[CH:39]=[CH:38][N:37]=[C:36]([F:40])[CH:35]=4)=[CH:27][CH:28]=3)[C@@:23]3([N:45]=[C:44]([NH2:46])[CH2:43][O:42][CH2:41]3)[C:22]=2[CH:21]=1, predict the reaction product. The product is: [F:9][C:10]1[C:15]([C:20]2[CH:33]=[CH:32][C:31]3[O:30][C:29]4[C:24](=[CH:25][C:26]([C:34]5[CH:39]=[CH:38][N:37]=[C:36]([F:40])[CH:35]=5)=[CH:27][CH:28]=4)[C@@:23]4([N:45]=[C:44]([NH2:46])[CH2:43][O:42][CH2:41]4)[C:22]=3[CH:21]=2)=[CH:14][CH:13]=[CH:12][N:11]=1. (3) Given the reactants [F:1][C:2]1[CH:3]=[C:4]2[C:12](=[CH:13][CH:14]=1)[N:11]([CH2:15][C:16]1[CH:25]=[CH:24][C:19]([C:20]([O:22][CH3:23])=[O:21])=[CH:18][CH:17]=1)[C:10]1[CH2:9][CH2:8][C:7](=[CH2:26])[C:6](=[O:27])[C:5]2=1.[CH3:28][C:29]1[NH:30][CH:31]=[CH:32][N:33]=1, predict the reaction product. The product is: [F:1][C:2]1[CH:3]=[C:4]2[C:12](=[CH:13][CH:14]=1)[N:11]([CH2:15][C:16]1[CH:25]=[CH:24][C:19]([C:20]([O:22][CH3:23])=[O:21])=[CH:18][CH:17]=1)[C:10]1[CH2:9][CH2:8][CH:7]([CH2:26][N:30]3[CH:31]=[CH:32][N:33]=[C:29]3[CH3:28])[C:6](=[O:27])[C:5]2=1. (4) Given the reactants [CH:1](=C1CC2CC1C=C2)[CH3:2].[CH2:10]=[CH:11][CH2:12][CH2:13][CH2:14][CH2:15][CH2:16][CH3:17].[H][H].C=C.FC1C([B-](C2C(F)=C(F)C(F)=C(F)C=2F)(C2C(F)=C(F)C(F)=C(F)C=2F)C2C(F)=C(F)C(F)=C(F)C=2F)=C(F)C(F)=C(F)C=1F.C[NH+](CCCCCCCCCCCCCCCCCC)CCCCCCCCCCCCCCCCCC, predict the reaction product. The product is: [CH2:1]=[CH2:2].[CH2:10]=[CH:11][CH2:12][CH2:13][CH2:14][CH2:15][CH2:16][CH3:17]. (5) Given the reactants [CH2:1]([O:3][C:4]1([O:30][CH2:31][CH3:32])[CH2:9][CH2:8][N:7]([C@H](C2C=CC=CC=2)C)[C@H:6]([CH2:18][N:19]2[C:23](=[O:24])[C:22]3=[CH:25][CH:26]=[CH:27][CH:28]=[C:21]3[C:20]2=[O:29])[CH2:5]1)[CH3:2], predict the reaction product. The product is: [CH2:1]([O:3][C:4]1([O:30][CH2:31][CH3:32])[CH2:9][CH2:8][NH:7][CH:6]([CH2:18][N:19]2[C:23](=[O:24])[C:22]3[C:21](=[CH:28][CH:27]=[CH:26][CH:25]=3)[C:20]2=[O:29])[CH2:5]1)[CH3:2]. (6) Given the reactants Cl[C:2]1[C:3]([CH:5]=[C:6]([NH:10][C:11]2[C:20]3[C:15](=[CH:16][C:17]([O:23][CH2:24][CH2:25][O:26][CH3:27])=[C:18]([O:21][CH3:22])[CH:19]=3)[N:14]=[CH:13][N:12]=2)[C:7](=[O:9])[CH:8]=1)=[O:4].[CH3:28][CH2:29][N:30]([CH2:33][CH2:34][NH:35][CH3:36])[CH2:31][CH3:32].Cl.N1C=CC=CC=1.C(N(CC)C(C)C)(C)C, predict the reaction product. The product is: [CH2:29]([N:30]([CH2:31][CH3:32])[CH2:33][CH2:34][N:35]([CH3:36])[C:2]1[C:3]([CH:5]=[C:6]([NH:10][C:11]2[C:20]3[C:15](=[CH:16][C:17]([O:23][CH2:24][CH2:25][O:26][CH3:27])=[C:18]([O:21][CH3:22])[CH:19]=3)[N:14]=[CH:13][N:12]=2)[C:7](=[O:9])[CH:8]=1)=[O:4])[CH3:28]. (7) The product is: [C:18]([O:21][CH2:22][CH2:23][CH2:24][CH2:25][O:17][C:3]1[C:2]([Cl:1])=[CH:7][C:6]([O:8][CH2:9][C:10]2[CH:15]=[CH:14][CH:13]=[CH:12][CH:11]=2)=[CH:5][C:4]=1[Cl:16])(=[O:20])[CH3:19]. Given the reactants [Cl:1][C:2]1[CH:7]=[C:6]([O:8][CH2:9][C:10]2[CH:15]=[CH:14][CH:13]=[CH:12][CH:11]=2)[CH:5]=[C:4]([Cl:16])[C:3]=1[OH:17].[C:18]([O:21][CH2:22][CH2:23][CH2:24][CH2:25]Br)(=[O:20])[CH3:19].C(=O)([O-])[O-].[K+].[K+].[Cl-].[Na+], predict the reaction product.